This data is from Reaction yield outcomes from USPTO patents with 853,638 reactions. The task is: Predict the reaction yield, written as a fraction of the theoretical maximum amount of product (1.0 means a 100% yield; for example, 0.34 means a 34% yield). (1) The reactants are [F:1][C:2]([F:25])([F:24])[C:3]1[CH:19]=[C:18]([C:20]([F:23])([F:22])[F:21])[CH:17]=[CH:16][C:4]=1[CH2:5][O:6][C:7]1[CH:14]=[CH:13][C:10]([CH:11]=[O:12])=[CH:9][C:8]=1[OH:15].C(=O)([O-])[O-].[K+].[K+].Br[CH2:33][CH2:34][CH2:35][CH3:36].O. The catalyst is CN(C=O)C. The product is [F:1][C:2]([F:24])([F:25])[C:3]1[CH:19]=[C:18]([C:20]([F:23])([F:22])[F:21])[CH:17]=[CH:16][C:4]=1[CH2:5][O:6][C:7]1[CH:14]=[CH:13][C:10]([CH:11]=[O:12])=[CH:9][C:8]=1[O:15][CH2:33][CH2:34][CH2:35][CH3:36]. The yield is 0.740. (2) The reactants are [Li+].C[Si]([N-][Si](C)(C)C)(C)C.[CH3:11][O:12][C:13]([CH:15]1[CH2:19][C:18](=[O:20])[N:17]([C:21]2[C:26]([CH3:27])=[CH:25][CH:24]=[CH:23][C:22]=2[CH3:28])[CH2:16]1)=[O:14].Br[CH2:30][C:31]([CH3:33])=[CH2:32].[NH4+].[Cl-]. The catalyst is C1COCC1. The product is [CH3:11][O:12][C:13]([C:15]1([CH2:32][C:31]([CH3:33])=[CH2:30])[CH2:19][C:18](=[O:20])[N:17]([C:21]2[C:26]([CH3:27])=[CH:25][CH:24]=[CH:23][C:22]=2[CH3:28])[CH2:16]1)=[O:14]. The yield is 0.530. (3) The reactants are [H-].[H-].[H-].[H-].[Li+].[Al+3].CON(C)[C:10]([C@@H:12]1[CH2:17][CH2:16][CH2:15][CH2:14][N:13]1[C:18]([O:20][C:21]([CH3:24])([CH3:23])[CH3:22])=[O:19])=[O:11]. The catalyst is O1CCCC1. The product is [CH:10]([C@@H:12]1[CH2:17][CH2:16][CH2:15][CH2:14][N:13]1[C:18]([O:20][C:21]([CH3:24])([CH3:23])[CH3:22])=[O:19])=[O:11]. The yield is 0.950. (4) The reactants are [CH3:1][S:2][CH2:3][C:4]([NH:6][C:7]1[CH:12]=[CH:11][CH:10]=[C:9]([C:13]2[C:22]3[C:17](=[CH:18][C:19]([O:28][CH3:29])=[C:20]4[O:25][C:24]([CH3:27])([CH3:26])[CH2:23][C:21]4=3)[CH2:16][C:15]([CH3:31])([CH3:30])[N:14]=2)[CH:8]=1)=[O:5].I([O-])(=O)(=O)=[O:33].[Na+].[OH2:38]. The catalyst is CO. The product is [CH3:1][S:2]([CH2:3][C:4]([NH:6][C:7]1[CH:12]=[CH:11][CH:10]=[C:9]([C:13]2[C:22]3[C:17](=[CH:18][C:19]([O:28][CH3:29])=[C:20]4[O:25][C:24]([CH3:26])([CH3:27])[CH2:23][C:21]4=3)[CH2:16][C:15]([CH3:31])([CH3:30])[N:14]=2)[CH:8]=1)=[O:5])(=[O:33])=[O:38]. The yield is 0.250. (5) The product is [C:11]([C:13]1([CH3:30])[CH2:18][CH2:17][N:16]([C:19]([O:21][CH2:22][C:23]2[CH:24]=[CH:25][CH:26]=[CH:27][CH:28]=2)=[O:20])[CH2:15][CH2:14]1)#[N:12]. The reactants are [Li+].C[Si]([N-][Si](C)(C)C)(C)C.[C:11]([CH:13]1[CH2:18][CH2:17][N:16]([C:19]([O:21][CH2:22][C:23]2[CH:28]=[CH:27][CH:26]=[CH:25][CH:24]=2)=[O:20])[CH2:15][CH2:14]1)#[N:12].N[C@H:30](C(O)=O)CCSC.[NH4+].[Cl-]. The yield is 0.740. The catalyst is C1COCC1. (6) The reactants are CC(P(C(C)(C)C)C1C(C2C=CC=CC=2)=CC=CC=1)(C)C.[Cl:22][C:23]1[CH:28]=[CH:27][C:26]([C:29]#[C:30][P:31](=[O:36])([OH:35])[O:32][CH2:33][CH3:34])=[CH:25][CH:24]=1.[Cl:37][CH2:38][CH2:39][CH2:40][C:41]#[CH:42]. The catalyst is [Au].ClC(Cl)C. The product is [CH2:33]([O:32][P:31]1(=[O:35])[CH:30]=[C:29]([C:26]2[CH:25]=[CH:24][C:23]([Cl:22])=[CH:28][CH:27]=2)[CH:42]=[C:41]([CH2:40][CH2:39][CH2:38][Cl:37])[O:36]1)[CH3:34]. The yield is 0.490.